Dataset: Experimentally validated miRNA-target interactions with 360,000+ pairs, plus equal number of negative samples. Task: Binary Classification. Given a miRNA mature sequence and a target amino acid sequence, predict their likelihood of interaction. (1) The miRNA is hsa-miR-4286 with sequence ACCCCACUCCUGGUACC. The protein sequence of the target gene is MDKPRKENEEEPQSRPRPMRRGLRWSTLPKSSPPRSSLRRSSPRRRSSFLRSSCLSSCLRCSSRRTPSAGLSRKDLFEGRPPMEQPPCGVGKHKLEEGSFKERLARSRPQFRGDIHGRNLSNEEMIQAADELEEMKRVRNKLMIMHWKAKRSRPYPI. Result: 0 (no interaction). (2) The miRNA is mmu-miR-24-3p with sequence UGGCUCAGUUCAGCAGGAACAG. The protein sequence of the target gene is MERAKMAEESLETAAEHERILREIESTDTACIGPTLRSVYDGEEHGRFMEKLETRIRNHDREIEKMCNFHYQGFVDSITELLKVRGEAQKLKNQVTDTNRKLQHEGKELVIAMEELKQCRLQQRNISATVDKLMLCLPVLEMYSKLRDQMKTKRHYPALKTLEHLEHTYLPQVSHYRFCKVMVDNIPKLREEIKDVSMSDLKDFLESIRKHSDKIGETAMKQAQQQRNLDNIVLQQPRIGSKRKSKKDVYTIFDAEVESTSPKSEQDSGILDVEDEEDDEEVPGAQDLVDFSPVYRCLHI.... Result: 1 (interaction). (3) The miRNA is hsa-miR-34a-5p with sequence UGGCAGUGUCUUAGCUGGUUGU. The protein sequence of the target gene is MYDNMSTMVYIKEDKLEKLTQDEIISKTKQVIQGLEALKNEHNSILQSLLETLKCLKKDDESNLVEEKSNMIRKSLEMLELGLSEAQVMMALSNHLNAVESEKQKLRAQVRRLCQENQWLRDELANTQQKLQKSEQSVAQLEEEKKHLEFMNQLKKYDDDISPSEDKDTDSTKEPLDDLFPNDEDDPGQGIQQQHSSAAAAAQQGGYEIPARLRTLHNLVIQYASQGRYEVAVPLCKQALEDLEKTSGHDHPDVATMLNILALVYRDQNKYKDAANLLNDALAIREKTLGKDHPAVAATL.... Result: 1 (interaction). (4) The miRNA is hsa-miR-8053 with sequence UGGCGAUUUUGGAACUCAAUGGCA. The protein sequence of the target gene is MAISTGLFLLLGLLGQPWAGAAADSQAVVCEGTACYTAHWGKLSAAEAQHRCNENGGNLATVKSEEEARHVQQALTQLLKTKAPLEAKMGKFWIGLQREKGNCTYHDLPMRGFSWVGGGEDTAYSNWYKASKSSCIFKRCVSLILDLSLTPHPSHLPKWHESPCGTPEAPGNSIEGFLCKFNFKGMCRPLALGGPGRVTYTTPFQATTSSLEAVPFASVANVACGDEAKSETHYFLCNEKTPGIFHWGSSGPLCVSPKFGCSFNNGGCQQDCFEGGDGSFRCGCRPGFRLLDDLVTCASR.... Result: 0 (no interaction).